Dataset: Full USPTO retrosynthesis dataset with 1.9M reactions from patents (1976-2016). Task: Predict the reactants needed to synthesize the given product. Given the product [C:1]([O:5][C:6]([N:8]1[CH2:12][CH2:11][C@H:10]([C@H:13]([CH:15]2[CH2:20][CH2:19][CH2:18][CH2:17][CH2:16]2)[OH:14])[CH2:9]1)=[O:7])([CH3:4])([CH3:3])[CH3:2].[C:1]([O:5][C:6]([N:8]1[CH2:12][CH2:11][C@H:10]([C@@H:13]([CH:15]2[CH2:20][CH2:19][CH2:18][CH2:17][CH2:16]2)[OH:14])[CH2:9]1)=[O:7])([CH3:4])([CH3:3])[CH3:2], predict the reactants needed to synthesize it. The reactants are: [C:1]([O:5][C:6]([N:8]1[CH2:12][CH2:11][C@H:10]([CH:13]=[O:14])[CH2:9]1)=[O:7])([CH3:4])([CH3:3])[CH3:2].[CH:15]1([Mg]Cl)[CH2:20][CH2:19][CH2:18][CH2:17][CH2:16]1.